Dataset: Reaction yield outcomes from USPTO patents with 853,638 reactions. Task: Predict the reaction yield, written as a fraction of the theoretical maximum amount of product (1.0 means a 100% yield; for example, 0.34 means a 34% yield). (1) The reactants are [CH:1]12[O:9][CH:5]([CH2:6][NH:7][CH2:8]1)[CH2:4][N:3]([C:10]([O:12][C:13]([CH3:16])([CH3:15])[CH3:14])=[O:11])[CH2:2]2.Cl[CH2:18][CH2:19][CH2:20][CH2:21][C:22]1[CH:27]=[CH:26][N:25]=[CH:24][CH:23]=1.BrBr.C([O-])([O-])=O.[K+].[K+]. No catalyst specified. The product is [N:25]1[CH:26]=[CH:27][C:22]([CH2:21][CH2:20][CH2:19][CH2:18][N:7]2[CH2:6][CH:5]3[O:9][CH:1]([CH2:2][N:3]([C:10]([O:12][C:13]([CH3:16])([CH3:15])[CH3:14])=[O:11])[CH2:4]3)[CH2:8]2)=[CH:23][CH:24]=1. The yield is 0.440. (2) The product is [NH2:1][C:2]1[N:6]([C:7]2[CH:16]=[CH:15][C:10]3[NH:11][C:12]([CH3:14])=[N:13][C:9]=3[CH:8]=2)[N:5]=[CH:4][C:3]=1[C:17]([C:19]1[N:20]([S:29]([C:32]2[CH:37]=[CH:36][CH:35]=[CH:34][CH:33]=2)(=[O:31])=[O:30])[C:21]2[C:26]([CH:27]=1)=[CH:25][C:24]([C:39]#[N:40])=[CH:23][CH:22]=2)=[O:18]. The reactants are [NH2:1][C:2]1[N:6]([C:7]2[CH:16]=[CH:15][C:10]3[NH:11][C:12]([CH3:14])=[N:13][C:9]=3[CH:8]=2)[N:5]=[CH:4][C:3]=1[C:17]([C:19]1[N:20]([S:29]([C:32]2[CH:37]=[CH:36][CH:35]=[CH:34][CH:33]=2)(=[O:31])=[O:30])[C:21]2[C:26]([CH:27]=1)=[CH:25][C:24](I)=[CH:23][CH:22]=2)=[O:18].[Cu][C:39]#[N:40].CN1CCCC1=O.O.N. The yield is 0.890. The catalyst is CO.C(OCC)(=O)C. (3) The reactants are [NH:1]1[C:10]2[C:5](=[N:6][CH:7]=[C:8]([NH:11][C:12](=[O:18])[O:13][C:14]([CH3:17])([CH3:16])[CH3:15])[CH:9]=2)[CH2:4][C@@H:3]([NH:19][C:20](=[O:29])[O:21][CH2:22][C:23]2[CH:28]=[CH:27][CH:26]=[CH:25][CH:24]=2)[CH2:2]1.[C:30]1([CH3:40])[CH:35]=[CH:34][CH:33]=[C:32]([S:36](Cl)(=[O:38])=[O:37])[CH:31]=1. The catalyst is N1C=CC=CC=1.C(OCC)(=O)C. The product is [C:30]1([CH3:40])[CH:35]=[CH:34][CH:33]=[C:32]([S:36]([N:1]2[C:10]3[C:5](=[N:6][CH:7]=[C:8]([NH:11][C:12](=[O:18])[O:13][C:14]([CH3:17])([CH3:15])[CH3:16])[CH:9]=3)[CH2:4][C@@H:3]([NH:19][C:20](=[O:29])[O:21][CH2:22][C:23]3[CH:28]=[CH:27][CH:26]=[CH:25][CH:24]=3)[CH2:2]2)(=[O:38])=[O:37])[CH:31]=1. The yield is 0.430. (4) The product is [F:1][C:2]1[CH:3]=[C:4]([C:8]2[C:16]3[O:15][CH:14]([CH2:17][NH2:18])[CH2:13][C:12]=3[CH:11]=[CH:10][CH:9]=2)[CH:5]=[CH:6][CH:7]=1. The yield is 0.550. The catalyst is [Pd]. The reactants are [F:1][C:2]1[CH:3]=[C:4]([C:8]2[C:16]3[O:15][CH:14]([CH2:17][NH:18]C(=O)OCC4C=CC=CC=4)[CH2:13][C:12]=3[CH:11]=[CH:10][CH:9]=2)[CH:5]=[CH:6][CH:7]=1. (5) The yield is 0.535. The reactants are [Br:1][C:2]1[CH:3]=[C:4]([C:12]([O:14][CH2:15][CH3:16])=[O:13])[C:5]2[C:10]([CH3:11])=[N:9][NH:8][C:6]=2[N:7]=1.C([O-])([O-])=O.[K+].[K+].Br[CH:24]([CH3:26])[CH3:25]. The catalyst is C(#N)C. The product is [Br:1][C:2]1[CH:3]=[C:4]([C:12]([O:14][CH2:15][CH3:16])=[O:13])[C:5]2[C:10]([CH3:11])=[N:9][N:8]([CH:24]([CH3:26])[CH3:25])[C:6]=2[N:7]=1. (6) The reactants are [CH3:1][O:2][C:3](=[O:16])/[CH:4]=[CH:5]/[C:6]1[S:10][C:9]2[CH:11]=[CH:12][CH:13]=[CH:14][C:8]=2[C:7]=1[Cl:15]. The catalyst is C1COCC1.C1C=CC(P(C2C=CC=CC=2)C2C=CC=CC=2)=CC=1.C1C=CC(P(C2C=CC=CC=2)C2C=CC=CC=2)=CC=1.C1C=CC(P(C2C=CC=CC=2)C2C=CC=CC=2)=CC=1.[Cl-].[Rh]. The product is [CH3:1][O:2][C:3](=[O:16])[CH2:4][CH2:5][C:6]1[S:10][C:9]2[CH:11]=[CH:12][CH:13]=[CH:14][C:8]=2[C:7]=1[Cl:15]. The yield is 0.990.